From a dataset of Full USPTO retrosynthesis dataset with 1.9M reactions from patents (1976-2016). Predict the reactants needed to synthesize the given product. (1) Given the product [F:26][C:25]1[CH:24]=[CH:23][C:10]([CH2:11][C:12]2[C:21]3[C:16](=[CH:17][CH:18]=[CH:19][CH:20]=3)[C:15](=[O:22])[NH:14][N:13]=2)=[CH:9][C:8]=1[C:6]([N:4]1[CH2:3][CH:2]([NH:1][CH:29]([CH:28]([OH:27])[CH3:32])[CH3:30])[CH2:5]1)=[O:7], predict the reactants needed to synthesize it. The reactants are: [NH2:1][CH:2]1[CH2:5][N:4]([C:6]([C:8]2[CH:9]=[C:10]([CH:23]=[CH:24][C:25]=2[F:26])[CH2:11][C:12]2[C:21]3[C:16](=[CH:17][CH:18]=[CH:19][CH:20]=3)[C:15](=[O:22])[NH:14][N:13]=2)=[O:7])[CH2:3]1.[OH:27][CH:28]([CH3:32])[C:29](=O)[CH3:30].C(O[BH-](OC(=O)C)OC(=O)C)(=O)C.[Na+]. (2) Given the product [Br:1][CH:25]1[CH2:26][CH:21]([C:16]2[CH:17]=[CH:18][CH:19]=[CH:20][C:15]=2[Cl:14])[CH2:22][CH2:23][C:24]1=[O:27], predict the reactants needed to synthesize it. The reactants are: [Br:1]N1C(=O)CCC1=O.C([O-])(=O)C.[Na+].[Cl:14][C:15]1[CH:20]=[CH:19][CH:18]=[CH:17][C:16]=1[CH:21]1[CH2:26][CH2:25][C:24]([O:27][Si](C)(C)C)=[CH:23][CH2:22]1. (3) Given the product [N:16]1([CH2:22][C:23]2[CH:28]=[CH:27][C:26]([C:2]3[CH:3]=[C:4]([C:9]4[CH:14]=[CH:13][N:12]=[CH:11][C:10]=4[NH2:15])[C:5]([F:8])=[N:6][CH:7]=3)=[CH:25][CH:24]=2)[CH2:21][CH2:20][CH2:19][CH2:18][CH2:17]1, predict the reactants needed to synthesize it. The reactants are: Br[C:2]1[CH:3]=[C:4]([C:9]2[CH:14]=[CH:13][N:12]=[CH:11][C:10]=2[NH2:15])[C:5]([F:8])=[N:6][CH:7]=1.[N:16]1([CH2:22][C:23]2[CH:28]=[CH:27][C:26](B(O)O)=[CH:25][CH:24]=2)[CH2:21][CH2:20][CH2:19][CH2:18][CH2:17]1. (4) Given the product [CH3:29][O:28][C:25](=[O:27])[C:7]1[CH:8]=[CH:9][C:10]([O:11][C:12]([F:13])([F:14])[F:15])=[CH:2][C:3]=1[O:20][CH2:17][CH3:18], predict the reactants needed to synthesize it. The reactants are: O[C:2]1[C:10]([O:11][C:12]([F:15])([F:14])[F:13])=[CH:9][CH:8]=[CH:7][C:3]=1C(O)=O.I[CH2:17][CH3:18].C(=O)([O-])[O-:20].[Cs+].[Cs+].[C:25]([O:28][CH2:29]C)(=[O:27])C. (5) Given the product [Cl:13][C:10]1[CH:9]=[CH:8][C:7]([CH:5]2[C:4](=[O:14])[C:3]([O:15][S:28]([C:22]3[CH:27]=[CH:26][CH:25]=[CH:24][CH:23]=3)(=[O:30])=[O:29])=[C:2]([NH2:1])[O:6]2)=[CH:12][CH:11]=1, predict the reactants needed to synthesize it. The reactants are: [NH2:1][C:2]1[O:6][CH:5]([C:7]2[CH:12]=[CH:11][C:10]([Cl:13])=[CH:9][CH:8]=2)[C:4](=[O:14])[C:3]=1[OH:15].C([O-])([O-])=O.[K+].[K+].[C:22]1([S:28](Cl)(=[O:30])=[O:29])[CH:27]=[CH:26][CH:25]=[CH:24][CH:23]=1. (6) Given the product [CH:30]1[C:31]2[CH:32]=[CH:33][C:34]3[CH:35]=[CH:21][CH:22]=[CH:23][C:24]=3[CH:25]([CH:4]3[C:5](=[O:8])[CH2:6][CH2:7][N:2]([CH3:1])[CH2:3]3)[C:26]=2[CH:27]=[CH:28][CH:29]=1, predict the reactants needed to synthesize it. The reactants are: [CH3:1][N:2]1[CH2:7][CH2:6][C:5](=[O:8])[CH2:4][CH2:3]1.[Si](OS(C(F)(F)F)(=O)=O)(C)(C)C.[CH:21]1[CH:35]=[C:34]2[C:24]([CH:25](O)[C:26]3[C:31]([CH:32]=[CH:33]2)=[CH:30][CH:29]=[CH:28][CH:27]=3)=[CH:23][CH:22]=1.C(=O)(O)[O-].[Na+]. (7) Given the product [CH2:1]([C@H:8]([NH:11][C:12]1[CH:17]=[CH:16][NH:15][C:14](=[O:18])[C:13]=1[C:19]1[NH:23][C:22]2[CH:24]=[C:25]([Br:29])[CH:26]=[C:27]([CH3:28])[C:21]=2[N:20]=1)[CH2:9][O:10][C:42]([C:36]1[CH:41]=[CH:40][CH:39]=[CH:38][CH:37]=1)([C:49]1[CH:50]=[CH:51][CH:52]=[CH:53][CH:54]=1)[C:43]1[CH:44]=[CH:45][CH:46]=[CH:47][CH:48]=1)[C:2]1[CH:3]=[CH:4][CH:5]=[CH:6][CH:7]=1, predict the reactants needed to synthesize it. The reactants are: [CH2:1]([C@H:8]([NH:11][C:12]1[CH:17]=[CH:16][NH:15][C:14](=[O:18])[C:13]=1[C:19]1[NH:23][C:22]2[CH:24]=[C:25]([Br:29])[CH:26]=[C:27]([CH3:28])[C:21]=2[N:20]=1)[CH2:9][OH:10])[C:2]1[CH:7]=[CH:6][CH:5]=[CH:4][CH:3]=1.C([O-])([O-])=O.[Cs+].[Cs+].[C:36]1([C:42](Cl)([C:49]2[CH:54]=[CH:53][CH:52]=[CH:51][CH:50]=2)[C:43]2[CH:48]=[CH:47][CH:46]=[CH:45][CH:44]=2)[CH:41]=[CH:40][CH:39]=[CH:38][CH:37]=1. (8) The reactants are: [N:1]1[NH:2][CH:3]=[C:4]2[CH2:8][N:7]([C:9]([O:11][C:12]([CH3:15])([CH3:14])[CH3:13])=[O:10])[CH2:6][C:5]=12.[H-].[Na+].I[CH2:19][C:20]([NH2:22])=[O:21]. Given the product [NH2:22][C:20](=[O:21])[CH2:19][N:2]1[CH:3]=[C:4]2[CH2:8][N:7]([C:9]([O:11][C:12]([CH3:15])([CH3:14])[CH3:13])=[O:10])[CH2:6][C:5]2=[N:1]1, predict the reactants needed to synthesize it. (9) Given the product [F:1][C:2]1[CH:10]=[CH:9][C:5]2[CH2:6][CH2:7][O:8][C:4]=2[C:3]=1[C:11]1[C:12](=[O:32])[NH:13][C:14](=[O:31])[C:15]=1[C:16]1[C:24]2[C:19](=[CH:20][CH:21]=[CH:22][CH:23]=2)[N:18]([CH:25]2[CH2:26][CH2:27][N:28]([C:46]([C:41]3[CH:42]=[N:43][CH:44]=[CH:45][N:40]=3)=[O:47])[CH2:29][CH2:30]2)[CH:17]=1, predict the reactants needed to synthesize it. The reactants are: [F:1][C:2]1[CH:10]=[CH:9][C:5]2[CH2:6][CH2:7][O:8][C:4]=2[C:3]=1[C:11]1[C:12](=[O:32])[NH:13][C:14](=[O:31])[C:15]=1[C:16]1[C:24]2[C:19](=[CH:20][CH:21]=[CH:22][CH:23]=2)[N:18]([CH:25]2[CH2:30][CH2:29][NH:28][CH2:27][CH2:26]2)[CH:17]=1.C(N(CC)CC)C.[N:40]1[CH:45]=[CH:44][N:43]=[CH:42][C:41]=1[C:46](O)=[O:47].Cl.CN(C)CCCN=C=NCC.ON1C2C=CC=CC=2N=N1. (10) Given the product [CH3:8][C:5]1[C:4]([NH2:10])=[N:3][C:2]([CH3:1])=[CH:7][N:6]=1, predict the reactants needed to synthesize it. The reactants are: [CH3:1][C:2]1[CH:7]=[N:6][C:5]([CH3:8])=[CH:4][N:3]=1.C[N:10](C)C1C=CC=CC=1.